This data is from Forward reaction prediction with 1.9M reactions from USPTO patents (1976-2016). The task is: Predict the product of the given reaction. Given the reactants [CH3:1][O:2][C:3]1[CH:4]=[C:5]([CH:11]2[CH2:16][CH:15]([C:17]([F:20])([F:19])[F:18])[N:14]3[N:21]=[C:22]([C:24]4[CH:29]=[CH:28][N:27]=[C:26]([C:30](O)=[O:31])[CH:25]=4)[CH:23]=[C:13]3[NH:12]2)[CH:6]=[CH:7][C:8]=1[O:9][CH3:10].[NH2:33][CH:34]1[CH2:39][CH2:38][N:37]([C:40]([O:42][C:43]([CH3:46])([CH3:45])[CH3:44])=[O:41])[CH2:36][CH2:35]1, predict the reaction product. The product is: [CH3:1][O:2][C:3]1[CH:4]=[C:5]([CH:11]2[CH2:16][CH:15]([C:17]([F:18])([F:19])[F:20])[N:14]3[N:21]=[C:22]([C:24]4[CH:29]=[CH:28][N:27]=[C:26]([C:30]([NH:33][CH:34]5[CH2:35][CH2:36][N:37]([C:40]([O:42][C:43]([CH3:46])([CH3:45])[CH3:44])=[O:41])[CH2:38][CH2:39]5)=[O:31])[CH:25]=4)[CH:23]=[C:13]3[NH:12]2)[CH:6]=[CH:7][C:8]=1[O:9][CH3:10].